This data is from Catalyst prediction with 721,799 reactions and 888 catalyst types from USPTO. The task is: Predict which catalyst facilitates the given reaction. Product: [NH2:25][C:24]1[C:23]2[C:22](=[N:29][CH:28]=[CH:27][CH:26]=2)[S:21][C:13]=1[C:12](=[O:15])[C:11]1[CH:16]=[C:17]([F:20])[CH:18]=[CH:19][C:10]=1[O:9][CH2:7][CH3:8]. Reactant: C(=O)([O-])[O-].[K+].[K+].[CH2:7]([O:9][C:10]1[CH:19]=[CH:18][C:17]([F:20])=[CH:16][C:11]=1[C:12](=[O:15])[CH2:13]Br)[CH3:8].[SH:21][C:22]1[N:29]=[CH:28][CH:27]=[CH:26][C:23]=1[C:24]#[N:25]. The catalyst class is: 39.